From a dataset of Full USPTO retrosynthesis dataset with 1.9M reactions from patents (1976-2016). Predict the reactants needed to synthesize the given product. (1) Given the product [F:1][C:2]([F:24])([F:23])[C:3]1[CH:4]=[C:5]([C:13]2[N:17]=[CH:16][N:15](/[CH:18]=[CH:19]\[C:20]([NH:45][NH:44][CH:41]3[CH2:43][CH2:42]3)=[O:22])[N:14]=2)[CH:6]=[C:7]([C:9]([F:12])([F:10])[F:11])[CH:8]=1, predict the reactants needed to synthesize it. The reactants are: [F:1][C:2]([F:24])([F:23])[C:3]1[CH:4]=[C:5]([C:13]2[N:17]=[CH:16][N:15](/[CH:18]=[CH:19]\[C:20]([OH:22])=O)[N:14]=2)[CH:6]=[C:7]([C:9]([F:12])([F:11])[F:10])[CH:8]=1.C1CCC(N=C=NC2CCCCC2)CC1.Cl.[CH:41]1([NH:44][NH2:45])[CH2:43][CH2:42]1.CCN(C(C)C)C(C)C. (2) Given the product [I:1][C:2]1[C:10]2[C:9]([NH2:11])=[CH:8][CH:7]=[CH:6][C:5]=2[N:4]([CH2:14][C:15]2[CH:16]=[N:17][N:18]([CH2:20][C:21]3[CH:22]=[CH:23][C:24]([O:27][CH3:28])=[CH:25][CH:26]=3)[CH:19]=2)[N:3]=1, predict the reactants needed to synthesize it. The reactants are: [I:1][C:2]1[C:10]2[C:5](=[CH:6][CH:7]=[CH:8][C:9]=2[N+:11]([O-])=O)[N:4]([CH2:14][C:15]2[CH:16]=[N:17][N:18]([CH2:20][C:21]3[CH:26]=[CH:25][C:24]([O:27][CH3:28])=[CH:23][CH:22]=3)[CH:19]=2)[N:3]=1.[NH4+].[Cl-]. (3) The reactants are: [NH2:1][N:2]1[C:11]2[C:6](=[CH:7][CH:8]=[CH:9][CH:10]=2)[C:5]([OH:12])=[C:4]([C:13]2[NH:18][C:17]3[CH:19]=[CH:20][C:21]([O:23][CH2:24][C:25]4[CH:30]=[CH:29][CH:28]=[CH:27][CH:26]=4)=[CH:22][C:16]=3[S:15](=[O:32])(=[O:31])[N:14]=2)[C:3]1=[O:33].[C:34]1(=O)[CH2:38][CH2:37][CH2:36][CH2:35]1. Given the product [CH2:24]([O:23][C:21]1[CH:20]=[CH:19][C:17]2[NH:18][C:13]([C:4]3[C:3](=[O:33])[N:2]([N:1]=[C:34]4[CH2:38][CH2:37][CH2:36][CH2:35]4)[C:11]4[C:6]([C:5]=3[OH:12])=[CH:7][CH:8]=[CH:9][CH:10]=4)=[N:14][S:15](=[O:32])(=[O:31])[C:16]=2[CH:22]=1)[C:25]1[CH:26]=[CH:27][CH:28]=[CH:29][CH:30]=1, predict the reactants needed to synthesize it.